This data is from Forward reaction prediction with 1.9M reactions from USPTO patents (1976-2016). The task is: Predict the product of the given reaction. (1) Given the reactants Cl[CH2:2][CH2:3][CH2:4][CH2:5][C@H:6]1[CH2:10][CH2:9][C@@H:8]([C:11]2[CH:16]=[CH:15][C:14]([F:17])=[CH:13][CH:12]=2)[N:7]1[S:18]([C:21]1[CH:26]=[CH:25][C:24]([CH3:27])=[CH:23][CH:22]=1)(=[O:20])=[O:19].[NH:28]1[CH:32]=[CH:31][N:30]=[CH:29]1, predict the reaction product. The product is: [F:17][C:14]1[CH:15]=[CH:16][C:11]([C@H:8]2[N:7]([S:18]([C:21]3[CH:22]=[CH:23][C:24]([CH3:27])=[CH:25][CH:26]=3)(=[O:19])=[O:20])[C@@H:6]([CH2:5][CH2:4][CH2:3][CH2:2][N:28]3[CH:32]=[CH:31][N:30]=[CH:29]3)[CH2:10][CH2:9]2)=[CH:12][CH:13]=1. (2) Given the reactants Cl[C:2]1[C:7]([C:8]#[N:9])=[CH:6][C:5]([C:10]2[CH:15]=[CH:14][C:13]([Cl:16])=[CH:12][CH:11]=2)=[C:4]([C:17]2[CH:22]=[CH:21][CH:20]=[CH:19][C:18]=2[Cl:23])[N:3]=1.[CH2:24]([NH2:28])[CH:25]([CH3:27])[CH3:26], predict the reaction product. The product is: [Cl:23][C:18]1[CH:19]=[CH:20][CH:21]=[CH:22][C:17]=1[C:4]1[N:3]=[C:2]([NH:28][CH2:24][CH:25]([CH3:27])[CH3:26])[C:7]([C:8]#[N:9])=[CH:6][C:5]=1[C:10]1[CH:11]=[CH:12][C:13]([Cl:16])=[CH:14][CH:15]=1. (3) Given the reactants [CH3:1][C:2]1[C:3]([OH:18])=[CH:4][N:5]2[C:10]=1[C:9](OC1C=CC=CC=1)=[N:8][CH:7]=[N:6]2.C1COCC1.[CH3:24][SH:25].[Na], predict the reaction product. The product is: [CH3:1][C:2]1[C:3]([OH:18])=[CH:4][N:5]2[C:10]=1[C:9]([S:25][CH3:24])=[N:8][CH:7]=[N:6]2.